Dataset: Forward reaction prediction with 1.9M reactions from USPTO patents (1976-2016). Task: Predict the product of the given reaction. (1) The product is: [NH2:1][CH2:4][C@H:5]([N:15]([CH3:23])[C:16](=[O:22])[O:17][C:18]([CH3:19])([CH3:20])[CH3:21])[CH2:6][O:7][CH2:8][C:9]1[CH:10]=[CH:11][CH:12]=[CH:13][CH:14]=1. Given the reactants [N:1]([CH2:4][C@H:5]([N:15]([CH3:23])[C:16](=[O:22])[O:17][C:18]([CH3:21])([CH3:20])[CH3:19])[CH2:6][O:7][CH2:8][C:9]1[CH:14]=[CH:13][CH:12]=[CH:11][CH:10]=1)=[N+]=[N-].[H][H], predict the reaction product. (2) Given the reactants [Cl-].[CH3:2][S:3]([O:6][C:7]1[CH:12]=[CH:11][CH:10]=[CH:9][C:8]=1[CH:13]1[O:17][N:16]=[C:15]([C:18]2[N:19]=[C:20]([CH:23]3[CH2:28][CH2:27][NH2+:26][CH2:25][CH2:24]3)[S:21][CH:22]=2)[CH2:14]1)(=[O:5])=[O:4].[C:29](O)(=[O:32])[CH2:30][OH:31].C(N(C(C)C)CC)(C)C.F[B-](F)(F)F.N1(OC(N(C)C)=[N+](C)C)C2C=CC=CC=2N=N1, predict the reaction product. The product is: [CH3:2][S:3]([O:6][C:7]1[CH:12]=[CH:11][CH:10]=[CH:9][C:8]=1[CH:13]1[O:17][N:16]=[C:15]([C:18]2[N:19]=[C:20]([CH:23]3[CH2:28][CH2:27][N:26]([C:30](=[O:31])[CH2:29][OH:32])[CH2:25][CH2:24]3)[S:21][CH:22]=2)[CH2:14]1)(=[O:4])=[O:5]. (3) Given the reactants [Br:1][C:2]1[CH:10]=[C:6]([C:7]([OH:9])=O)[C:5]([OH:11])=[CH:4][CH:3]=1.[CH2:12]([O:14][C:15]([C:17]1[S:21][C:20]([NH2:22])=[N:19][C:18]=1[C:23]([F:26])([F:25])[F:24])=[O:16])[CH3:13], predict the reaction product. The product is: [CH2:12]([O:14][C:15]([C:17]1[S:21][C:20]([NH:22][C:7](=[O:9])[C:6]2[CH:10]=[C:2]([Br:1])[CH:3]=[CH:4][C:5]=2[OH:11])=[N:19][C:18]=1[C:23]([F:25])([F:26])[F:24])=[O:16])[CH3:13]. (4) Given the reactants [H-].[Na+].[C:3]([C:6]1[CH:18]=[CH:17][C:16]2[C:15]3[C:10](=[CH:11][CH:12]=[CH:13][CH:14]=3)[NH:9][C:8]=2[CH:7]=1)(=[O:5])[CH3:4].[C:19]1([S:25](Cl)(=[O:27])=[O:26])[CH:24]=[CH:23][CH:22]=[CH:21][CH:20]=1.C([O-])(O)=O.[Na+], predict the reaction product. The product is: [C:19]1([S:25]([N:9]2[C:8]3[CH:7]=[C:6]([C:3](=[O:5])[CH3:4])[CH:18]=[CH:17][C:16]=3[C:15]3[C:10]2=[CH:11][CH:12]=[CH:13][CH:14]=3)(=[O:27])=[O:26])[CH:24]=[CH:23][CH:22]=[CH:21][CH:20]=1. (5) Given the reactants C([O:5][C:6](=[O:51])[C:7]1[CH:12]=[CH:11][CH:10]=[C:9]([CH2:13][CH:14]([NH:28][C:29](=[O:48])[CH2:30][N:31]2[CH2:36][CH2:35][CH:34]([N:37](C(OC(C)(C)C)=O)C)[CH:33]([O:46][CH3:47])[CH2:32]2)[B:15]2[O:23]C3C(C)(C4CC(C3)C4(C)C)[O:16]2)[C:8]=1OC)(C)(C)C.B(Cl)(Cl)Cl, predict the reaction product. The product is: [NH2:37][CH:34]1[CH2:35][CH2:36][N:31]([CH2:30][C:29]([NH:28][CH:14]2[CH2:13][C:9]3[CH:10]=[CH:11][CH:12]=[C:7]([C:6]([OH:5])=[O:51])[C:8]=3[O:16][B:15]2[OH:23])=[O:48])[CH2:32][CH:33]1[O:46][CH3:47]. (6) Given the reactants Cl[C:2]1[N:7]=[C:6]([CH3:8])[CH:5]=[C:4]([C:9]2[CH:14]=[CH:13][C:12]([C:15]([F:18])([F:17])[F:16])=[CH:11][CH:10]=2)[N:3]=1.[Br:19][C:20]1[N:21]=[C:22]([CH3:25])[NH:23][CH:24]=1, predict the reaction product. The product is: [Br:19][C:20]1[N:21]=[C:22]([CH3:25])[N:23]([C:2]2[N:7]=[C:6]([CH3:8])[CH:5]=[C:4]([C:9]3[CH:14]=[CH:13][C:12]([C:15]([F:18])([F:17])[F:16])=[CH:11][CH:10]=3)[N:3]=2)[CH:24]=1. (7) Given the reactants [F:1][C:2]1[CH:3]=[C:4]([C@H:10]2[CH2:14][CH2:13][CH2:12][N:11]2[C:15]2[CH:20]=[CH:19][N:18]3[N:21]=[CH:22][C:23]([C:24]([OH:26])=O)=[C:17]3[N:16]=2)[C:5]([O:8][CH3:9])=[N:6][CH:7]=1.CCN=C=NCCCN(C)C.C1C=CC2N(O)N=NC=2C=1.O.Br.[Br:50][CH2:51][C:52]([CH3:56])([CH3:55])[CH2:53][NH2:54].C(N(CC)CC)C, predict the reaction product. The product is: [Br:50][CH2:51][C:52]([CH3:56])([CH3:55])[CH2:53][NH:54][C:24]([C:23]1[CH:22]=[N:21][N:18]2[CH:19]=[CH:20][C:15]([N:11]3[CH2:12][CH2:13][CH2:14][C@@H:10]3[C:4]3[C:5]([O:8][CH3:9])=[N:6][CH:7]=[C:2]([F:1])[CH:3]=3)=[N:16][C:17]=12)=[O:26].